From a dataset of Catalyst prediction with 721,799 reactions and 888 catalyst types from USPTO. Predict which catalyst facilitates the given reaction. (1) Reactant: [C:1]([C:4]1[C:5]([C:11]2[CH:20]=[CH:19][C:14]([C:15]([O:17][CH3:18])=[O:16])=[CH:13][CH:12]=2)=[N:6][C:7](Cl)=[CH:8][CH:9]=1)(=[O:3])[NH2:2].CC1(C)C(C)(C)OB([C:29]2[CH2:34][CH2:33][N:32]([C:35]([O:37][C:38]([CH3:41])([CH3:40])[CH3:39])=[O:36])[CH2:31][CH:30]=2)O1.C([O-])([O-])=O.[Cs+].[Cs+]. Product: [C:38]([O:37][C:35]([N:32]1[CH2:33][CH2:34][C:29]([C:7]2[CH:8]=[CH:9][C:4]([C:1](=[O:3])[NH2:2])=[C:5]([C:11]3[CH:20]=[CH:19][C:14]([C:15]([O:17][CH3:18])=[O:16])=[CH:13][CH:12]=3)[N:6]=2)=[CH:30][CH2:31]1)=[O:36])([CH3:41])([CH3:39])[CH3:40]. The catalyst class is: 622. (2) Reactant: CN(C)C=O.[CH3:6][C:7]1[C:8]([N+:14]([O-])=O)=[C:9]([OH:13])[CH:10]=[CH:11][CH:12]=1.F[C:18]1[CH:23]=[CH:22][C:21]([S:24]([CH3:27])(=[O:26])=[O:25])=[CH:20][CH:19]=1.C(=O)([O-])[O-].[K+].[K+]. Product: [CH3:6][C:7]1[CH:12]=[CH:11][CH:10]=[C:9]([O:13][C:18]2[CH:23]=[CH:22][C:21]([S:24]([CH3:27])(=[O:26])=[O:25])=[CH:20][CH:19]=2)[C:8]=1[NH2:14]. The catalyst class is: 13. (3) Reactant: [CH:1]1([N:7]2[C:11]([CH:12]3[CH2:17][CH2:16][CH2:15][CH2:14][CH2:13]3)=[CH:10][N:9]=[CH:8]2)[CH2:6][CH2:5][CH2:4][CH2:3][CH2:2]1.[Cl:18][CH2:19][C:20]([C:22]1[CH:27]=[CH:26][CH:25]=[CH:24][CH:23]=1)=[O:21].C(#N)C. Product: [Cl-:18].[CH:1]1([N+:7]2[C:11]([CH:12]3[CH2:13][CH2:14][CH2:15][CH2:16][CH2:17]3)=[CH:10][N:9]([CH2:19][C:20]([C:22]3[CH:27]=[CH:26][CH:25]=[CH:24][CH:23]=3)=[O:21])[CH:8]=2)[CH2:6][CH2:5][CH2:4][CH2:3][CH2:2]1. The catalyst class is: 310. (4) Reactant: [C:1]1([CH3:11])[CH:6]=[CH:5]C(S(O)(=O)=O)=CC=1.[NH2:12][CH:13]([C:16]#[N:17])[C:14]#[N:15].C(N(CC)CC)C.C(OC)(OC)(OC)CCC.[CH2:35]([NH2:39])[CH:36]([CH3:38])[CH3:37]. Product: [NH2:15][C:14]1[N:39]([CH2:35][CH:36]([CH3:38])[CH3:37])[C:5]([CH2:6][CH2:1][CH3:11])=[N:12][C:13]=1[C:16]#[N:17]. The catalyst class is: 7. (5) Reactant: Cl.[NH2:2][CH2:3][C:4]([NH2:6])=[O:5].[OH-].[K+].[CH:9]1([CH2:15][C@H:16]([NH:19][C:20](=[O:26])[O:21][C:22]([CH3:25])([CH3:24])[CH3:23])[CH:17]=O)[CH2:14][CH2:13][CH2:12][CH2:11][CH2:10]1.C([BH3-])#N.[Na+]. Product: [C:4]([CH2:3][NH:2][CH2:17][C@@H:16]([NH:19][C:20](=[O:26])[O:21][C:22]([CH3:25])([CH3:24])[CH3:23])[CH2:15][CH:9]1[CH2:14][CH2:13][CH2:12][CH2:11][CH2:10]1)(=[O:5])[NH2:6]. The catalyst class is: 5. (6) Reactant: [CH2:1]([C:4]1[CH:9]=[C:8]([O:10][CH2:11][C:12]2[CH:17]=[CH:16][CH:15]=[CH:14][CH:13]=2)[CH:7]=[CH:6][C:5]=1[OH:18])[CH:2]=[CH2:3].[H-].[Na+].Br[C:22]([CH3:29])([CH3:28])[C:23]([O:25][CH2:26][CH3:27])=[O:24]. Product: [CH2:26]([O:25][C:23](=[O:24])[C:22]([O:18][C:5]1[CH:6]=[CH:7][C:8]([O:10][CH2:11][C:12]2[CH:17]=[CH:16][CH:15]=[CH:14][CH:13]=2)=[CH:9][C:4]=1[CH2:1][CH:2]=[CH2:3])([CH3:29])[CH3:28])[CH3:27]. The catalyst class is: 3. (7) Reactant: [Cl:1][C:2]1[N:6]2[C:7]3[CH:31]=[CH:30][C:29]([Cl:32])=[CH:28][C:8]=3[C@@H:9]([C:18]3[CH:23]=[CH:22][CH:21]=[C:20]([O:24][CH3:25])[C:19]=3[O:26][CH3:27])[O:10][C@H:11]([CH2:12][CH:13]3OCC[O:14]3)[C:5]2=[N:4][C:3]=1[Cl:33].Cl(O)(=O)(=O)=O. Product: [Cl:1][C:2]1[N:6]2[C:7]3[CH:31]=[CH:30][C:29]([Cl:32])=[CH:28][C:8]=3[C@@H:9]([C:18]3[CH:23]=[CH:22][CH:21]=[C:20]([O:24][CH3:25])[C:19]=3[O:26][CH3:27])[O:10][C@H:11]([CH2:12][CH2:13][OH:14])[C:5]2=[N:4][C:3]=1[Cl:33]. The catalyst class is: 68. (8) Product: [Cl:1][C:2]1[CH:3]=[C:4]([CH:16]=[O:17])[CH:5]=[N:6][C:7]=1[NH:8][C:9]1[CH:10]=[CH:11][C:12]([Cl:15])=[CH:13][CH:14]=1. The catalyst class is: 91. Reactant: [Cl:1][C:2]1[CH:3]=[C:4]([CH2:16][OH:17])[CH:5]=[N:6][C:7]=1[NH:8][C:9]1[CH:14]=[CH:13][C:12]([Cl:15])=[CH:11][CH:10]=1.[Cr](Cl)([O-])(=O)=O.[NH+]1C=CC=CC=1. (9) Reactant: [C:1]1([C:7]2[NH:8][CH:9]=[C:10]([CH:12]=[O:13])[N:11]=2)[CH:6]=[CH:5][CH:4]=[CH:3][CH:2]=1.[H-].[Na+].Cl[C:17]1[N:22]=[CH:21][CH:20]=[CH:19][N:18]=1.O. Product: [C:1]1([C:7]2[N:8]([C:17]3[N:22]=[CH:21][CH:20]=[CH:19][N:18]=3)[CH:9]=[C:10]([CH:12]=[O:13])[N:11]=2)[CH:2]=[CH:3][CH:4]=[CH:5][CH:6]=1. The catalyst class is: 9.